This data is from Full USPTO retrosynthesis dataset with 1.9M reactions from patents (1976-2016). The task is: Predict the reactants needed to synthesize the given product. (1) Given the product [NH:11]1[C:6]2([CH2:10][CH2:9][CH2:8][CH2:7]2)[CH2:5][CH2:4][C:3]1=[O:2], predict the reactants needed to synthesize it. The reactants are: C[O:2][C:3](=O)[CH2:4][CH2:5][C:6]1([N+:11]([O-])=O)[CH2:10][CH2:9][CH2:8][CH2:7]1.[H][H]. (2) The reactants are: [F:1][C:2]1[CH:3]=[C:4]([C:11]([N:13]2[CH2:18][CH2:17][O:16][C:15]3[CH:19]=[CH:20][N:21]=[CH:22][C:14]2=3)=[O:12])[CH:5]=[C:6]([F:10])[C:7]=1[O:8]C.[Br-].[Li+].N1CCNCC1.Cl. Given the product [F:1][C:2]1[CH:3]=[C:4]([C:11]([N:13]2[CH2:18][CH2:17][O:16][C:15]3[CH:19]=[CH:20][N:21]=[CH:22][C:14]2=3)=[O:12])[CH:5]=[C:6]([F:10])[C:7]=1[OH:8].[O:16]1[CH2:17][CH2:18][N:13]([CH:11]=[O:12])[C:14]2[CH:22]=[N:21][CH:20]=[CH:19][C:15]1=2, predict the reactants needed to synthesize it. (3) Given the product [Cl:8][C:9]1[N:17]=[C:16]2[C:12]([N:13]([CH:37]([C:39]3[CH:44]=[CH:43][C:42]([Cl:45])=[CH:41][CH:40]=3)[CH3:38])[CH:14]=[N:15]2)=[C:11]([Cl:46])[N:10]=1, predict the reactants needed to synthesize it. The reactants are: C(O)(C(F)(F)F)=O.[Cl:8][C:9]1[N:17]=[C:16]2[C:12]([N:13]([CH:37]([C:39]3[CH:44]=[CH:43][C:42]([Cl:45])=[CH:41][CH:40]=3)[CH3:38])[CH2:14][N:15]2C(C2C=CC=CC=2)(C2C=CC=CC=2)C2C=CC=CC=2)=[C:11]([Cl:46])[N:10]=1. (4) The reactants are: Cl.[Cl:2][C:3]1[N:4]=[C:5]([N:12]2[CH2:17][CH2:16][NH:15][CH2:14][CH2:13]2)[C:6]2[O:11][CH:10]=[CH:9][C:7]=2[N:8]=1.ClC1N=C(Cl)C2OC=CC=2N=1.N1CCNCC1.[CH3:35][S:36](Cl)(=[O:38])=[O:37]. Given the product [Cl:2][C:3]1[N:4]=[C:5]([N:12]2[CH2:17][CH2:16][N:15]([S:36]([CH3:35])(=[O:38])=[O:37])[CH2:14][CH2:13]2)[C:6]2[O:11][CH:10]=[CH:9][C:7]=2[N:8]=1, predict the reactants needed to synthesize it. (5) Given the product [CH2:1]([N:3]1[C:11]2[CH:10]=[C:9]([NH:17][C:20](=[O:29])[O:43][C:39]([CH3:42])([CH3:41])[CH3:40])[N:8]=[CH:7][C:6]=2[CH:5]=[CH:4]1)[CH3:2], predict the reactants needed to synthesize it. The reactants are: [CH2:1]([N:3]1[C:11]2[CH:10]=[C:9](C(O)=O)[N:8]=[CH:7][C:6]=2[CH:5]=[CH:4]1)[CH3:2].C([N:17]([CH2:20]C)CC)C.C1(P(N=[N+]=[N-])(C2C=CC=CC=2)=[O:29])C=CC=CC=1.[C:39]([OH:43])([CH3:42])([CH3:41])[CH3:40]. (6) The reactants are: [C:1]([C:3]1[CH:8]=[CH:7][C:6]([N:9]2[C:14](=[O:15])[C:13]3[CH:16]=[CH:17][CH:18]=[N:19][C:12]=3[N:11]=[C:10]2/[CH:20]=C/C2C=CC(F)=CC=2)=[CH:5][CH:4]=1)#[CH:2].[C:29]([O-])(O)=O.[Na+]. Given the product [CH3:20][C:10]1([CH3:29])[NH:11][C:12]2[N:19]=[CH:18][CH:17]=[CH:16][C:13]=2[C:14](=[O:15])[N:9]1[C:6]1[CH:7]=[CH:8][C:3]([C:1]#[CH:2])=[CH:4][CH:5]=1, predict the reactants needed to synthesize it. (7) Given the product [CH3:19][NH:18][CH:16]1[CH2:15][N:14]([C:8]2[C:9]3[N:10]([CH:11]=[N:12][N:13]=3)[C:5]3[CH:4]=[C:3]([OH:2])[CH:21]=[N:20][C:6]=3[N:7]=2)[CH2:17]1, predict the reactants needed to synthesize it. The reactants are: C[O:2][C:3]1[CH:21]=[N:20][C:6]2[N:7]=[C:8]([N:14]3[CH2:17][CH:16]([NH:18][CH3:19])[CH2:15]3)[C:9]3[N:10]([CH:11]=[N:12][N:13]=3)[C:5]=2[CH:4]=1.BrB(Br)Br.CO. (8) Given the product [NH2:16][C:3]1[CH:2]=[CH:7][C:6]([C:23]#[N:24])=[C:5]([NH:8][C:9](=[O:15])[O:10][CH3:11])[CH:4]=1, predict the reactants needed to synthesize it. The reactants are: I[C:2]1[CH:7]=[CH:6][C:5]([NH:8][C:9](=[O:15])[O:10][C:11](C)(C)C)=[CH:4][C:3]=1[N+:16]([O-])=O.IC1C=C[C:23]([NH2:24])=CC=1[N+]([O-])=O.C(OC(OC(C)(C)C)=O)(OC(C)(C)C)=O.